Task: Predict the reactants needed to synthesize the given product.. Dataset: Full USPTO retrosynthesis dataset with 1.9M reactions from patents (1976-2016) (1) Given the product [F:19][C:2]([F:1])([F:18])[C:3]1[N:4]([CH2:27][C:28]2[N:32]=[C:31]([C:33]3[CH:38]=[CH:37][CH:36]=[C:35]([C:39]([F:42])([F:40])[F:41])[CH:34]=3)[O:30][N:29]=2)[C:5]2[C:10]([CH:11]=1)=[C:9]([C:12]([F:14])([F:15])[F:13])[C:8]([C:16]#[N:17])=[CH:7][CH:6]=2, predict the reactants needed to synthesize it. The reactants are: [F:1][C:2]([F:19])([F:18])[C:3]1[NH:4][C:5]2[C:10]([CH:11]=1)=[C:9]([C:12]([F:15])([F:14])[F:13])[C:8]([C:16]#[N:17])=[CH:7][CH:6]=2.C([O-])([O-])=O.[Cs+].[Cs+].Cl[CH2:27][C:28]1[N:32]=[C:31]([C:33]2[CH:38]=[CH:37][CH:36]=[C:35]([C:39]([F:42])([F:41])[F:40])[CH:34]=2)[O:30][N:29]=1.CC#N. (2) Given the product [O:37]1[C:41]2[CH:42]=[CH:43][CH:44]=[CH:45][C:40]=2[CH:39]=[C:38]1[CH:46]([OH:50])[CH2:47][N:48]([CH2:32][C:30]1[S:29][C:22]2[N:23]([CH2:25][CH2:26][O:27][CH3:28])[CH:24]=[C:19]([C:17]([NH:16][CH2:15][C:14]3[CH:35]=[CH:36][C:11]([Cl:10])=[CH:12][CH:13]=3)=[O:18])[C:20](=[O:34])[C:21]=2[CH:31]=1)[CH3:49], predict the reactants needed to synthesize it. The reactants are: C(N(CC)C(C)C)(C)C.[Cl:10][C:11]1[CH:36]=[CH:35][C:14]([CH2:15][NH:16][C:17]([C:19]2[C:20](=[O:34])[C:21]3[CH:31]=[C:30]([CH2:32]Cl)[S:29][C:22]=3[N:23]([CH2:25][CH2:26][O:27][CH3:28])[CH:24]=2)=[O:18])=[CH:13][CH:12]=1.[O:37]1[C:41]2[CH:42]=[CH:43][CH:44]=[CH:45][C:40]=2[CH:39]=[C:38]1[CH:46]([OH:50])[CH2:47][NH:48][CH3:49]. (3) Given the product [CH3:1][O:2][C:3](=[O:20])[C:4]1[CH:5]=[C:6]([CH:14]=[C:15]([NH2:17])[CH:16]=1)[C:7]([O:9][C:10]([CH3:13])([CH3:11])[CH3:12])=[O:8], predict the reactants needed to synthesize it. The reactants are: [CH3:1][O:2][C:3](=[O:20])[C:4]1[CH:5]=[C:6]([CH:14]=[C:15]([N+:17]([O-])=O)[CH:16]=1)[C:7]([O:9][C:10]([CH3:13])([CH3:12])[CH3:11])=[O:8].CO. (4) The reactants are: [CH3:1][O:2][C:3](=[O:24])[C:4]1[CH:9]=[CH:8][C:7]([CH2:10][NH:11][C:12]2[CH:17]=[CH:16][C:15]([CH:18]3[CH2:23][CH2:22][CH2:21][CH2:20][CH2:19]3)=[CH:14][CH:13]=2)=[CH:6][CH:5]=1.[F:25][C:26]([F:41])([F:40])[C:27]1[CH:28]=[C:29]([N:37]=[C:38]=[O:39])[CH:30]=[C:31]([C:33]([F:36])([F:35])[F:34])[CH:32]=1. Given the product [CH3:1][O:2][C:3](=[O:24])[C:4]1[CH:5]=[CH:6][C:7]([CH2:10][N:11]([C:12]2[CH:13]=[CH:14][C:15]([CH:18]3[CH2:23][CH2:22][CH2:21][CH2:20][CH2:19]3)=[CH:16][CH:17]=2)[C:38]([NH:37][C:29]2[CH:30]=[C:31]([C:33]([F:35])([F:36])[F:34])[CH:32]=[C:27]([C:26]([F:25])([F:40])[F:41])[CH:28]=2)=[O:39])=[CH:8][CH:9]=1, predict the reactants needed to synthesize it. (5) The reactants are: Cl[C:2]1[CH:7]=[C:6]([CH2:8][OH:9])[CH:5]=[CH:4][N:3]=1.[CH3:10][O-:11].[Na+]. Given the product [CH3:10][O:11][C:2]1[CH:7]=[C:6]([CH2:8][OH:9])[CH:5]=[CH:4][N:3]=1, predict the reactants needed to synthesize it. (6) Given the product [Cl:1][C:2]1[C:3]2[S:10][C:9]([C:17]3[N:22]=[CH:21][C:20]([CH2:23][NH:24][CH2:32][CH2:33][O:34][CH3:35])=[CH:19][CH:18]=3)=[CH:8][C:4]=2[CH:12]=[CH:6][CH:7]=1, predict the reactants needed to synthesize it. The reactants are: [Cl:1][C:2]1[CH:7]=[CH:6]N=[C:4]2[CH:8]=[CH:9][S:10][C:3]=12.[Li][CH2:12]CCC.Br[C:17]1[N:22]=[CH:21][C:20]([CH2:23][N:24]([CH2:32][CH2:33][O:34][CH3:35])C(=O)OC(C)(C)C)=[CH:19][CH:18]=1. (7) Given the product [CH:25]1([NH:28][C:29]([C:31]2[CH:36]=[C:35]([C:2]3[CH:10]=[C:9]([C:11]([NH:13][CH2:14][CH2:15][N:16]([CH3:18])[CH3:17])=[O:12])[C:8]([CH3:19])=[C:7]4[C:3]=3[C:4]3[CH:23]=[C:22]([CH3:24])[CH:21]=[N:20][C:5]=3[NH:6]4)[CH:34]=[CH:33][CH:32]=2)=[O:30])[CH2:26][CH2:27]1, predict the reactants needed to synthesize it. The reactants are: Cl[C:2]1[CH:10]=[C:9]([C:11]([NH:13][CH2:14][CH2:15][N:16]([CH3:18])[CH3:17])=[O:12])[C:8]([CH3:19])=[C:7]2[C:3]=1[C:4]1[CH:23]=[C:22]([CH3:24])[CH:21]=[N:20][C:5]=1[NH:6]2.[CH:25]1([NH:28][C:29]([C:31]2[CH:32]=[C:33](B(O)O)[CH:34]=[CH:35][CH:36]=2)=[O:30])[CH2:27][CH2:26]1.C(S(C1C=C(C2C=C(C(F)(F)F)C(C)=C([N+]([O-])=O)C=2C2C(F)=NC=C(C)C=2)C=CC=1)(=O)=O)C.